Predict which catalyst facilitates the given reaction. From a dataset of Catalyst prediction with 721,799 reactions and 888 catalyst types from USPTO. (1) Reactant: [NH2:1][C:2]1[CH:9]=[C:8]([CH3:10])[C:5]([C:6]#[N:7])=[C:4]([CH3:11])[N:3]=1.[CH3:12][C:13]([O:16][C:17](O[C:17]([O:16][C:13]([CH3:15])([CH3:14])[CH3:12])=[O:18])=[O:18])([CH3:15])[CH3:14]. Product: [NH2:1][C:2]1[N:3]=[C:4]([CH3:11])[C:5]([CH2:6][NH:7][C:17](=[O:18])[O:16][C:13]([CH3:15])([CH3:14])[CH3:12])=[C:8]([CH3:10])[CH:9]=1. The catalyst class is: 1. (2) Reactant: [F:1][C:2]1[CH:3]=[C:4]([NH:14][C:15](=[O:20])[CH2:16][C:17](=[O:19])[CH3:18])[CH:5]=[CH:6][C:7]=1[N:8]1[CH2:13][CH2:12][O:11][CH2:10][CH2:9]1.[Br:21]Br. Product: [Br:21][CH2:18][C:17](=[O:19])[CH2:16][C:15]([NH:14][C:4]1[CH:5]=[CH:6][C:7]([N:8]2[CH2:9][CH2:10][O:11][CH2:12][CH2:13]2)=[C:2]([F:1])[CH:3]=1)=[O:20]. The catalyst class is: 52.